Dataset: Forward reaction prediction with 1.9M reactions from USPTO patents (1976-2016). Task: Predict the product of the given reaction. (1) Given the reactants [C:1]([O:10]CC)(=[O:9])[C:2]1[C:3](=[CH:5][CH:6]=[CH:7][CH:8]=1)[OH:4].[OH-].[CH2:14]([N+:18]([CH2:27][CH2:28][CH2:29][CH3:30])([CH2:23][CH2:24][CH2:25][CH3:26])[CH2:19][CH2:20][CH2:21][CH3:22])[CH2:15][CH2:16][CH3:17], predict the reaction product. The product is: [C:1]([O-:10])(=[O:9])[C:2]1[C:3](=[CH:5][CH:6]=[CH:7][CH:8]=1)[OH:4].[CH2:27]([N+:18]([CH2:14][CH2:15][CH2:16][CH3:17])([CH2:19][CH2:20][CH2:21][CH3:22])[CH2:23][CH2:24][CH2:25][CH3:26])[CH2:28][CH2:29][CH3:30]. (2) Given the reactants O[Li].O.C1COCC1.[C:9]([O:13][C:14]([N:16]1[CH:21]([CH3:22])[CH2:20][CH2:19][CH:18]([C:23]([O:25]C)=[O:24])[CH2:17]1)=[O:15])([CH3:12])([CH3:11])[CH3:10], predict the reaction product. The product is: [C:9]([O:13][C:14]([N:16]1[CH:21]([CH3:22])[CH2:20][CH2:19][CH:18]([C:23]([OH:25])=[O:24])[CH2:17]1)=[O:15])([CH3:10])([CH3:11])[CH3:12]. (3) The product is: [O:35]1[CH:34]=[CH:33][CH:32]=[C:31]1[CH2:30][NH:36][C:12](=[O:14])[C:11]1[CH:15]=[CH:16][C:8]([CH3:7])=[C:9]([NH:17][C:18]2[N:23]=[C:22]([C:24]3[CH:25]=[N:26][CH:27]=[CH:28][CH:29]=3)[CH:21]=[CH:20][N:19]=2)[CH:10]=1. Given the reactants CCCP(=O)=O.[CH3:7][C:8]1[CH:16]=[CH:15][C:11]([C:12]([OH:14])=O)=[CH:10][C:9]=1[NH:17][C:18]1[N:23]=[C:22]([C:24]2[CH:25]=[N:26][CH:27]=[CH:28][CH:29]=2)[CH:21]=[CH:20][N:19]=1.[CH2:30]([NH2:36])[C:31]1[O:35][CH:34]=[CH:33][CH:32]=1.C(N(CC)CC)C.C(=O)([O-])O.[Na+], predict the reaction product. (4) Given the reactants [C:1]([O:5][C:6]([C:8]1[CH:13]=[CH:12][C:11]([C:14]2[C:15]([C:29]([O:31][CH2:32][CH3:33])=[O:30])=[N:16][N:17]([C:23]3[CH:28]=[CH:27][CH:26]=[CH:25][CH:24]=3)[C:18]=2[CH2:19][CH2:20][CH2:21][CH3:22])=[C:10]([C:34]([N:36]2[CH2:45][CH2:44][C:43]3[C:38](=[CH:39][CH:40]=[CH:41][CH:42]=3)[CH2:37]2)=[O:35])[CH:9]=1)=[O:7])([CH3:4])([CH3:3])[CH3:2].[OH:46][CH2:47][CH2:48]C1C=CC(N/N=C/C(OCC)=O)=CC=1.[N+](C(CCCC)=CC1C=CC(C(OC(C)(C)C)=O)=CC=1C(N1CCC2C(=CC=CC=2)C1)=O)([O-])=O, predict the reaction product. The product is: [C:1]([O:5][C:6]([C:8]1[CH:13]=[CH:12][C:11]([C:14]2[C:15]([C:29]([O:31][CH2:32][CH3:33])=[O:30])=[N:16][N:17]([C:23]3[CH:28]=[CH:27][C:26]([CH2:48][CH2:47][OH:46])=[CH:25][CH:24]=3)[C:18]=2[CH2:19][CH2:20][CH2:21][CH3:22])=[C:10]([C:34]([N:36]2[CH2:45][CH2:44][C:43]3[C:38](=[CH:39][CH:40]=[CH:41][CH:42]=3)[CH2:37]2)=[O:35])[CH:9]=1)=[O:7])([CH3:3])([CH3:4])[CH3:2]. (5) Given the reactants [C:1]([CH:4]1[CH2:9][CH:8]([C:10]([O:12][CH2:13][CH3:14])=[O:11])[CH2:7][CH2:6][N:5]1[C:15]([O:17][CH2:18][C:19]1[CH:24]=[CH:23][CH:22]=[CH:21][CH:20]=1)=[O:16])(=O)[NH2:2].O=S(Cl)Cl, predict the reaction product. The product is: [C:1]([CH:4]1[CH2:9][CH:8]([C:10]([O:12][CH2:13][CH3:14])=[O:11])[CH2:7][CH2:6][N:5]1[C:15]([O:17][CH2:18][C:19]1[CH:20]=[CH:21][CH:22]=[CH:23][CH:24]=1)=[O:16])#[N:2]. (6) Given the reactants [CH3:1][O:2][C:3](=[O:20])[C:4]1[CH:18]=[C:17]([NH2:19])[CH:16]=[C:6]([C:7]([N:9]([CH2:13][CH2:14][CH3:15])[CH2:10][CH2:11][CH3:12])=[O:8])[CH:5]=1.[Cl:21][CH2:22][CH2:23][CH2:24][CH2:25][S:26](Cl)(=[O:28])=[O:27], predict the reaction product. The product is: [CH3:1][O:2][C:3](=[O:20])[C:4]1[CH:18]=[C:17]([NH:19][S:26]([CH2:25][CH2:24][CH2:23][CH2:22][Cl:21])(=[O:28])=[O:27])[CH:16]=[C:6]([C:7]([N:9]([CH2:10][CH2:11][CH3:12])[CH2:13][CH2:14][CH3:15])=[O:8])[CH:5]=1. (7) The product is: [NH:34]1[CH:35]=[C:31]([CH2:30][CH2:29][O:1][C:2]2[CH:3]=[C:4]3[C:9](=[CH:10][CH:11]=2)[C:8](=[O:12])[C:7](=[C:13]([C:15]2[CH:20]=[CH:19][CH:18]=[CH:17][CH:16]=2)[CH3:14])[CH2:6][CH2:5]3)[N:32]=[CH:33]1. Given the reactants [OH:1][C:2]1[CH:3]=[C:4]2[C:9](=[CH:10][CH:11]=1)[C:8](=[O:12])[C:7](=[C:13]([C:15]1[CH:20]=[CH:19][CH:18]=[CH:17][CH:16]=1)[CH3:14])[CH2:6][CH2:5]2.C([O-])([O-])=O.[K+].[K+].Br.Br[CH2:29][CH2:30][C:31]1[N:32]=[CH:33][NH:34][CH:35]=1, predict the reaction product.